This data is from TCR-epitope binding with 47,182 pairs between 192 epitopes and 23,139 TCRs. The task is: Binary Classification. Given a T-cell receptor sequence (or CDR3 region) and an epitope sequence, predict whether binding occurs between them. (1) The epitope is QASQEVKNW. The TCR CDR3 sequence is CASSKGRYNEQFF. Result: 1 (the TCR binds to the epitope). (2) The epitope is FPRPWLHGL. The TCR CDR3 sequence is CASSSLAGISYNEQFF. Result: 0 (the TCR does not bind to the epitope).